Task: Predict the reactants needed to synthesize the given product.. Dataset: Full USPTO retrosynthesis dataset with 1.9M reactions from patents (1976-2016) Given the product [CH3:9][O:8][C:6](=[O:7])[C:5]1[CH:10]=[CH:11][C:2]([NH:1][CH2:17][CH2:16][Cl:15])=[CH:3][C:4]=1[O:24][CH3:23], predict the reactants needed to synthesize it. The reactants are: [NH2:1][C:2]1[CH:11]=[CH:10][C:5]([C:6]([O:8][CH3:9])=[O:7])=[C:4](C=O)[CH:3]=1.Cl.[Cl:15][CH2:16][CH:17]=O.[BH3-]C#N.[Na+].[C:23]([O-])(O)=[O:24].[Na+].